The task is: Predict the product of the given reaction.. This data is from Forward reaction prediction with 1.9M reactions from USPTO patents (1976-2016). (1) Given the reactants [CH3:1][C:2]1[NH:3][C:4]2[C:9]([CH:10]=1)=[CH:8][CH:7]=[CH:6][CH:5]=2.[CH2:11]([O:13][C:14](=[O:17])[CH2:15]Br)[CH3:12].O, predict the reaction product. The product is: [CH2:11]([O:13][C:14](=[O:17])[CH2:15][C:10]1[C:9]2[C:4](=[CH:5][CH:6]=[CH:7][CH:8]=2)[NH:3][C:2]=1[CH3:1])[CH3:12]. (2) Given the reactants [C:1]([O:5][C:6]([NH:8][C@@H:9]([CH2:22][O:23][C:24]1[CH:29]=[C:28]([C:30]#[N:31])[CH:27]=[CH:26][C:25]=1I)[CH2:10][CH2:11][C:12]([O:14][CH2:15][C:16]1[CH:21]=[CH:20][CH:19]=[CH:18][CH:17]=1)=[O:13])=[O:7])([CH3:4])([CH3:3])[CH3:2].[C:33]([NH:36][C:37](=[CH2:42])[C:38]([O:40][CH3:41])=[O:39])(=[O:35])[CH3:34].CC1C=CC=CC=1P(C1C=CC=CC=1C)C1C=CC=CC=1C.C(N(CC)CC)C, predict the reaction product. The product is: [C:33]([NH:36][C:37](=[CH:42][C:25]1[CH:26]=[CH:27][C:28]([C:30]#[N:31])=[CH:29][C:24]=1[O:23][CH2:22][C@H:9]([NH:8][C:6]([O:5][C:1]([CH3:4])([CH3:3])[CH3:2])=[O:7])[CH2:10][CH2:11][C:12]([O:14][CH2:15][C:16]1[CH:21]=[CH:20][CH:19]=[CH:18][CH:17]=1)=[O:13])[C:38]([O:40][CH3:41])=[O:39])(=[O:35])[CH3:34]. (3) Given the reactants [O:1]=[S:2]1(=[O:29])[C:8]2[CH:9]=[C:10]([OH:13])[CH:11]=[CH:12][C:7]=2[N:6]([C:14]2[CH:19]=[CH:18][C:17]([NH2:20])=[CH:16][CH:15]=2)[CH2:5][C:4]([CH2:25][CH2:26][CH2:27][CH3:28])([CH2:21][CH2:22][CH2:23][CH3:24])[CH2:3]1.[C:30]([O:34][C:35](O[C:35]([O:34][C:30]([CH3:33])([CH3:32])[CH3:31])=[O:36])=[O:36])([CH3:33])([CH3:32])[CH3:31], predict the reaction product. The product is: [O:29]=[S:2]1(=[O:1])[C:8]2[CH:9]=[C:10]([OH:13])[CH:11]=[CH:12][C:7]=2[N:6]([C:14]2[CH:19]=[CH:18][C:17]([NH:20][C:35]([O:34][C:30]([CH3:33])([CH3:32])[CH3:31])=[O:36])=[CH:16][CH:15]=2)[CH2:5][C:4]([CH2:25][CH2:26][CH2:27][CH3:28])([CH2:21][CH2:22][CH2:23][CH3:24])[CH2:3]1. (4) Given the reactants [Li+].[N:2]1([CH2:7][C@@H:8]2[CH2:12][CH2:11][CH2:10][N:9]2[C:13]([C:15]2[CH:31]=[CH:30][C:18]([O:19][CH2:20][C:21]3[CH:29]=[CH:28][C:24]([C:25]([O-:27])=O)=[CH:23][CH:22]=3)=[CH:17][CH:16]=2)=[O:14])[CH2:6][CH2:5][CH2:4][CH2:3]1.[NH:32]1[CH2:35][CH2:34][CH2:33]1, predict the reaction product. The product is: [N:32]1([C:25]([C:24]2[CH:28]=[CH:29][C:21]([CH2:20][O:19][C:18]3[CH:17]=[CH:16][C:15]([C:13]([N:9]4[CH2:10][CH2:11][CH2:12][C@H:8]4[CH2:7][N:2]4[CH2:3][CH2:4][CH2:5][CH2:6]4)=[O:14])=[CH:31][CH:30]=3)=[CH:22][CH:23]=2)=[O:27])[CH2:35][CH2:34][CH2:33]1.